This data is from Reaction yield outcomes from USPTO patents with 853,638 reactions. The task is: Predict the reaction yield, written as a fraction of the theoretical maximum amount of product (1.0 means a 100% yield; for example, 0.34 means a 34% yield). (1) The reactants are [F:1][C:2]1[CH:7]=[CH:6][CH:5]=[C:4]([F:8])[C:3]=1[N:9]1[C:14]2[N:15]=[C:16]([NH:27][CH2:28][CH2:29][NH2:30])[N:17]=[C:18]([C:19]3[CH:24]=[CH:23][C:22]([F:25])=[CH:21][C:20]=3[CH3:26])[C:13]=2[CH:12]=[CH:11][C:10]1=[O:31].[CH2:32]([N:34]=[C:35]=[O:36])[CH3:33]. The catalyst is C1COCC1.C(Cl)Cl. The product is [F:1][C:2]1[CH:7]=[CH:6][CH:5]=[C:4]([F:8])[C:3]=1[N:9]1[C:14]2[N:15]=[C:16]([NH:27][CH2:28][CH2:29][NH:30][C:35]([NH:34][CH2:32][CH3:33])=[O:36])[N:17]=[C:18]([C:19]3[CH:24]=[CH:23][C:22]([F:25])=[CH:21][C:20]=3[CH3:26])[C:13]=2[CH:12]=[CH:11][C:10]1=[O:31]. The yield is 0.604. (2) The reactants are [C:1]([O:4][C@@H:5]1[O:18][C@H:17]([CH2:19][O:20]C(=O)C)[C@@H:12]([O:13]C(=O)C)[C@H:7]([O:8]C(=O)C)[C@H:6]1[F:24])(=O)C. The catalyst is CO. The product is [F:24][C@@H:6]1[C@@H:7]([OH:8])[C@H:12]([OH:13])[C@@H:17]([CH2:19][OH:20])[O:18][CH:5]1[O:4][CH3:1]. The yield is 0.450. (3) The reactants are Br[C:2]1[S:19][C:5]2[C:6](=[O:18])[N:7]([CH3:17])[CH2:8][CH:9]([C:10]3[CH:15]=[CH:14][C:13]([Cl:16])=[CH:12][CH:11]=3)[C:4]=2[CH:3]=1.[N:20]1[CH:25]=[CH:24][C:23](B(O)O)=[CH:22][CH:21]=1.C(=O)([O-])[O-].[Cs+].[Cs+]. The catalyst is O1CCOCC1.O.C1C=CC(P(C2C=CC=CC=2)[C-]2C=CC=C2)=CC=1.C1C=CC(P(C2C=CC=CC=2)[C-]2C=CC=C2)=CC=1.Cl[Pd]Cl.[Fe+2]. The product is [Cl:16][C:13]1[CH:14]=[CH:15][C:10]([CH:9]2[CH2:8][N:7]([CH3:17])[C:6](=[O:18])[C:5]3[S:19][C:2]([C:23]4[CH:24]=[CH:25][N:20]=[CH:21][CH:22]=4)=[CH:3][C:4]2=3)=[CH:11][CH:12]=1. The yield is 0.190. (4) The reactants are CS(O[CH:6]1[CH2:11][CH2:10][C:9]([C:12]2[CH:17]=[CH:16][N:15]=[CH:14][C:13]=2[N+:18]([O-:20])=[O:19])=[CH:8][CH:7]1[NH:21][C:22]([O:24]C(C)(C)C)=[O:23])(=O)=O. The catalyst is N1C=CC=CC=1. The product is [N+:18]([C:13]1[CH:14]=[N:15][CH:16]=[CH:17][C:12]=1[C:9]1[CH2:10][CH2:11][CH:6]2[O:24][C:22](=[O:23])[NH:21][CH:7]2[CH:8]=1)([O-:20])=[O:19]. The yield is 0.850.